From a dataset of HIV replication inhibition screening data with 41,000+ compounds from the AIDS Antiviral Screen. Binary Classification. Given a drug SMILES string, predict its activity (active/inactive) in a high-throughput screening assay against a specified biological target. (1) The compound is Oc1cc(C(F)(F)F)nc2c3ncccc3c3nc4ccccc4nc3c12. The result is 0 (inactive). (2) The molecule is CCCCCCCCCCCCCCCCCCOCC(CO[PH](=O)O)OCCCCCCCCCCCCCCCCCC. The result is 0 (inactive). (3) The compound is Fc1ccc(OCc2ccc3nc(-c4ccccc4)c(Cl)nc3c2)cc1. The result is 0 (inactive). (4) The drug is Br.CCN(CC)CC(C)(C)C(=O)C=Cc1ccc(C=CC(=O)C(C)(C)CN(CC)CC)cc1. The result is 0 (inactive). (5) The drug is CN(c1ccccc1)c1c(-c2ccccc2)c(=O)oc2c1ccc1occc12. The result is 0 (inactive).